This data is from Full USPTO retrosynthesis dataset with 1.9M reactions from patents (1976-2016). The task is: Predict the reactants needed to synthesize the given product. (1) Given the product [Br:1][C:11]1[C:12]2=[N:13][CH:14]=[CH:15][CH:16]=[C:17]2[NH:9][N:10]=1, predict the reactants needed to synthesize it. The reactants are: [Br:1]N1C(=O)CCC1=O.[NH:9]1[C:17]2[C:12](=[N:13][CH:14]=[CH:15][CH:16]=2)[CH:11]=[N:10]1. (2) The reactants are: [F:1][C:2]1[CH:3]=[C:4]2[C:13](=[CH:14][CH:15]=1)[C:12]1[CH:11]=[CH:10][CH:9]=[CH:8][C:7]=1[N:6]([S:16]([C:19]1[CH:24]=[CH:23][C:22]([O:25]C)=[CH:21][CH:20]=1)(=[O:18])=[O:17])[CH:5]2[CH3:27].B(Br)(Br)[Br:29].ClCCl. Given the product [Br:29][C:10]1[CH:9]=[CH:8][C:7]2[N:6]([S:16]([C:19]3[CH:24]=[CH:23][C:22]([OH:25])=[CH:21][CH:20]=3)(=[O:18])=[O:17])[CH:5]([CH3:27])[C:4]3[C:13](=[CH:14][CH:15]=[C:2]([F:1])[CH:3]=3)[C:12]=2[CH:11]=1, predict the reactants needed to synthesize it. (3) Given the product [I:1][C:2](=[CH:4][CH2:5][C@H:6]([C:15]1[CH:16]=[C:17]2[C:22](=[CH:23][CH:24]=1)[N:21]=[CH:20][CH:19]=[CH:18]2)[OH:7])[CH3:3], predict the reactants needed to synthesize it. The reactants are: [I:1][C:2](=[CH:4][CH2:5][C@H:6]([C:15]1[CH:16]=[C:17]2[C:22](=[CH:23][CH:24]=1)[N:21]=[CH:20][CH:19]=[CH:18]2)[O:7][Si](CC)(CC)CC)[CH3:3].